Dataset: Full USPTO retrosynthesis dataset with 1.9M reactions from patents (1976-2016). Task: Predict the reactants needed to synthesize the given product. (1) Given the product [Cl:1][C:2]1[C:3]([O:12][C:13]2[CH:18]=[C:17]([O:19][CH:20]([CH3:21])[CH3:22])[CH:16]=[CH:15][C:14]=2[CH2:23][CH2:24][CH2:25][CH2:26][OH:27])=[N:4][CH:5]=[C:6]([C:8]([F:11])([F:10])[F:9])[CH:7]=1, predict the reactants needed to synthesize it. The reactants are: [Cl:1][C:2]1[C:3]([O:12][C:13]2[CH:18]=[C:17]([O:19][CH:20]([CH3:22])[CH3:21])[CH:16]=[CH:15][C:14]=2[CH2:23][CH2:24][CH2:25][CH:26]=[O:27])=[N:4][CH:5]=[C:6]([C:8]([F:11])([F:10])[F:9])[CH:7]=1.O1CCCC1CCO.[BH4-].[Na+]. (2) Given the product [CH3:16][N:15]1[C:14]2[CH:17]=[CH:18][CH:19]=[CH:20][C:13]=2[N:12]=[C:11]1[CH2:10][CH2:9][NH:8][C:7]([C:6]1[N:2]([CH3:1])[C:3]([CH3:25])=[N:4][C:5]=1[C:22]([N:26]1[CH2:31][CH2:30][O:29][CH2:28][CH2:27]1)=[O:23])=[O:21], predict the reactants needed to synthesize it. The reactants are: [CH3:1][N:2]1[C:6]([C:7](=[O:21])[NH:8][CH2:9][CH2:10][C:11]2[N:15]([CH3:16])[C:14]3[CH:17]=[CH:18][CH:19]=[CH:20][C:13]=3[N:12]=2)=[C:5]([C:22](O)=[O:23])[N:4]=[C:3]1[CH3:25].[NH:26]1[CH2:31][CH2:30][O:29][CH2:28][CH2:27]1.